Dataset: Peptide-MHC class II binding affinity with 134,281 pairs from IEDB. Task: Regression. Given a peptide amino acid sequence and an MHC pseudo amino acid sequence, predict their binding affinity value. This is MHC class II binding data. (1) The peptide sequence is EDDLLNRNNTFKPFA. The binding affinity (normalized) is 0. The MHC is HLA-DQA10501-DQB10301 with pseudo-sequence HLA-DQA10501-DQB10301. (2) The peptide sequence is DPDKDVDIMVRDGQL. The MHC is HLA-DQA10101-DQB10501 with pseudo-sequence HLA-DQA10101-DQB10501. The binding affinity (normalized) is 0.253. (3) The peptide sequence is ILVLILAHPSKRSQK. The MHC is DRB1_0401 with pseudo-sequence DRB1_0401. The binding affinity (normalized) is 0.884. (4) The peptide sequence is INEPTAAAIARGLDR. The MHC is HLA-DQA10401-DQB10402 with pseudo-sequence HLA-DQA10401-DQB10402. The binding affinity (normalized) is 0.382. (5) The peptide sequence is DCISIGPGSTGLNIT. The MHC is DRB1_1302 with pseudo-sequence DRB1_1302. The binding affinity (normalized) is 0.356. (6) The MHC is DRB4_0103 with pseudo-sequence DRB4_0103. The peptide sequence is KKKCDTLLCDIGESSSS. The binding affinity (normalized) is 0.255. (7) The peptide sequence is VFGNCEGVKIIGISI. The MHC is HLA-DQA10301-DQB10302 with pseudo-sequence HLA-DQA10301-DQB10302. The binding affinity (normalized) is 0.594.